Dataset: Forward reaction prediction with 1.9M reactions from USPTO patents (1976-2016). Task: Predict the product of the given reaction. (1) Given the reactants [H-].[Na+].[CH2:3]([NH:6][C:7](=[O:13])[O:8][C:9]([CH3:12])([CH3:11])[CH3:10])[C:4]#[CH:5].[H][H].[CH2:16](Br)[CH:17]=[CH2:18], predict the reaction product. The product is: [CH2:3]([N:6]([CH2:18][C:17]#[CH:16])[C:7](=[O:13])[O:8][C:9]([CH3:10])([CH3:12])[CH3:11])[CH:4]=[CH2:5]. (2) Given the reactants [Cl:1][C:2]1[CH:7]=[CH:6][C:5]([N:8]2[C:12]([C:13]([F:16])([F:15])[F:14])=[C:11]([C:17]([O:19]CC)=[O:18])[N:10]=[CH:9]2)=[CH:4][CH:3]=1.[OH-].[Na+], predict the reaction product. The product is: [Cl:1][C:2]1[CH:3]=[CH:4][C:5]([N:8]2[C:12]([C:13]([F:16])([F:14])[F:15])=[C:11]([C:17]([OH:19])=[O:18])[N:10]=[CH:9]2)=[CH:6][CH:7]=1. (3) Given the reactants [NH2:1][C:2]1[N:7]2[N:8]=[C:9]([C:11]3[O:12][CH:13]=[CH:14][CH:15]=3)[N:10]=[C:6]2[CH:5]=[C:4]([C:16]2[CH2:17][CH2:18][NH:19][CH2:20][CH:21]=2)[N:3]=1.[H][H], predict the reaction product. The product is: [NH2:1][C:2]1[N:7]2[N:8]=[C:9]([C:11]3[O:12][CH:13]=[CH:14][CH:15]=3)[N:10]=[C:6]2[CH:5]=[C:4]([CH:16]2[CH2:17][CH2:18][NH:19][CH2:20][CH2:21]2)[N:3]=1. (4) Given the reactants [CH3:1][C:2]([OH:11])([CH2:4][CH:5]([OH:10])/[CH:6]=[CH:7]/[CH:8]=[CH2:9])[CH3:3].CC([O:15]C([C@H](O)[C@@H](O)C(OC(C)C)=O)=O)C.C(OO)(C)(C)C.[O-]S([O-])(=O)=O.[Na+].[Na+].[Na+].[Cl-], predict the reaction product. The product is: [CH3:3][C:2]([OH:11])([CH3:1])[CH2:4][C@@H:5]([C@H:6]1[C@H:7]([CH:8]=[CH2:9])[O:15]1)[OH:10]. (5) Given the reactants Cl[C:2]1[N:7]=[CH:6][C:5]([O:8][C:9]2[N:14]=[CH:13][C:12]([CH:15]=[O:16])=[CH:11][CH:10]=2)=[CH:4][CH:3]=1.[CH3:17][N:18](C)C(=O)C, predict the reaction product. The product is: [CH:15]([C:12]1[CH:11]=[CH:10][C:9]([O:8][C:5]2[CH:4]=[CH:3][C:2]([C:17]#[N:18])=[N:7][CH:6]=2)=[N:14][CH:13]=1)=[O:16]. (6) Given the reactants [NH2:1][C:2]1[N:11]=[C:10]([N:12]2[CH2:16][CH2:15][C@@H:14]([N:17](C)[C:18](=O)OC(C)(C)C)[CH2:13]2)[C:9]2[CH2:8][CH2:7][C:6]3[O:26][CH:27]4[CH2:32][CH2:31][CH2:30][CH2:29][CH:28]4[C:5]=3[C:4]=2[N:3]=1.FC(F)(F)C(O)=O.[OH-].[Na+], predict the reaction product. The product is: [CH3:18][NH:17][C@@H:14]1[CH2:15][CH2:16][N:12]([C:10]2[C:9]3[CH2:8][CH2:7][C:6]4[O:26][CH:27]5[CH2:32][CH2:31][CH2:30][CH2:29][CH:28]5[C:5]=4[C:4]=3[N:3]=[C:2]([NH2:1])[N:11]=2)[CH2:13]1.